Dataset: Catalyst prediction with 721,799 reactions and 888 catalyst types from USPTO. Task: Predict which catalyst facilitates the given reaction. (1) Reactant: C(N(CC)CC)C.[CH:8]([C:10]1[C:18]2[C:13](=[CH:14][C:15]([C:19]([O:21][CH3:22])=[O:20])=[CH:16][CH:17]=2)[N:12](C(OC(C)(C)C)=O)[CH:11]=1)=[O:9].[CH:30](=[N:37][C:38]1[CH:43]=[CH:42][N:41]=[C:40]([O:44][CH3:45])[CH:39]=1)[C:31]1[CH:36]=[CH:35][CH:34]=[CH:33][CH:32]=1. Product: [CH3:45][O:44][C:40]1[CH:39]=[C:38]([NH:37][CH:30]([C:31]2[CH:36]=[CH:35][CH:34]=[CH:33][CH:32]=2)[C:8]([C:10]2[C:18]3[C:13](=[CH:14][C:15]([C:19]([O:21][CH3:22])=[O:20])=[CH:16][CH:17]=3)[NH:12][CH:11]=2)=[O:9])[CH:43]=[CH:42][N:41]=1. The catalyst class is: 433. (2) Reactant: [Br:1][C:2]1[CH:3]=[C:4]([CH:8]=[CH:9][CH:10]=1)[C:5](O)=[O:6].C1N=C[N:13](C(N2C=NC=C2)=O)C=1. Product: [Br:1][C:2]1[CH:3]=[C:4]([CH:8]=[CH:9][CH:10]=1)[C:5]([NH2:13])=[O:6]. The catalyst class is: 7. (3) Reactant: [Cl:1][C:2]1[CH:3]=[C:4]([C:26]([OH:28])=O)[C:5]2[C:10](/[CH:11]=[CH:12]/[C:13]3[CH:18]=[CH:17][C:16]([Cl:19])=[CH:15][CH:14]=3)=[N:9][N:8]([CH:20]3[CH2:25][CH2:24][CH2:23][CH2:22][O:21]3)[C:6]=2[N:7]=1.[C:29]([N:36]1[CH2:41][CH2:40][NH:39][CH2:38][CH2:37]1)([O:31][C:32]([CH3:35])([CH3:34])[CH3:33])=[O:30].ON1C2C=CC=CC=2N=N1.Cl.CN(C)CCCN=C=NCC. Product: [C:32]([O:31][C:29]([N:36]1[CH2:41][CH2:40][N:39]([C:26]([C:4]2[C:5]3[C:10](/[CH:11]=[CH:12]/[C:13]4[CH:18]=[CH:17][C:16]([Cl:19])=[CH:15][CH:14]=4)=[N:9][N:8]([CH:20]4[CH2:25][CH2:24][CH2:23][CH2:22][O:21]4)[C:6]=3[N:7]=[C:2]([Cl:1])[CH:3]=2)=[O:28])[CH2:38][CH2:37]1)=[O:30])([CH3:35])([CH3:33])[CH3:34]. The catalyst class is: 722. (4) Reactant: [CH2:1]([O:3][C:4]([NH:6][C:7]1[C:15]([CH3:16])=[CH:14][CH:13]=[CH:12][C:8]=1[C:9]([OH:11])=[O:10])=[O:5])[CH3:2].C(O)(=O)C.[ClH:21].OO. Product: [Cl:21][C:13]1[CH:14]=[C:15]([CH3:16])[C:7]([NH:6][C:4]([O:3][CH2:1][CH3:2])=[O:5])=[C:8]([CH:12]=1)[C:9]([OH:11])=[O:10]. The catalyst class is: 6. (5) Reactant: [N:1]([CH2:4][C@H:5]1[O:9][C:8](=O)[N:7](C)[C@H:6]1[CH2:12][C:13]1[CH:18]=[CH:17][CH:16]=[CH:15][CH:14]=1)=[N+:2]=[N-:3].O. Product: [N:1]([CH2:4][C@@H:5]([OH:9])[C@@H:6]([NH:7][CH3:8])[CH2:12][C:13]1[CH:18]=[CH:17][CH:16]=[CH:15][CH:14]=1)=[N+:2]=[N-:3]. The catalyst class is: 12. (6) Reactant: [OH:1][C:2]1[CH:3]=[C:4]([CH:7]=[CH:8][CH:9]=1)[CH:5]=[O:6].S(C1C=CC(C)=CC=1)(OO[CH2:15][CH2:16][C:17]([F:20])([F:19])[F:18])(=O)=O.C(=O)([O-])[O-].[K+].[K+]. Product: [F:18][C:17]([F:20])([F:19])[CH2:16][CH2:15][O:1][C:2]1[CH:3]=[C:4]([CH:7]=[CH:8][CH:9]=1)[CH:5]=[O:6]. The catalyst class is: 8. (7) Reactant: COC1C=CC(C[NH:8][C:9]2[C:14]([NH2:15])=[CH:13][CH:12]=[C:11]([C:16]([F:19])([F:18])[F:17])[N:10]=2)=CC=1.C(O)(C(F)(F)F)=O.C(Cl)Cl. Product: [F:19][C:16]([F:17])([F:18])[C:11]1[N:10]=[C:9]([NH2:8])[C:14]([NH2:15])=[CH:13][CH:12]=1. The catalyst class is: 5.